This data is from Forward reaction prediction with 1.9M reactions from USPTO patents (1976-2016). The task is: Predict the product of the given reaction. (1) Given the reactants [Br:1][C:2]1[CH:11]=[C:10]2[C:5]([C:6]([NH:12][C:13]3[CH:18]=[CH:17][C:16]([F:19])=[C:15]([Cl:20])[CH:14]=3)=[N:7][CH:8]=[N:9]2)=[CH:4][C:3]=1[N+:21]([O-])=O, predict the reaction product. The product is: [Br:1][C:2]1[CH:11]=[C:10]2[C:5]([C:6]([NH:12][C:13]3[CH:18]=[CH:17][C:16]([F:19])=[C:15]([Cl:20])[CH:14]=3)=[N:7][CH:8]=[N:9]2)=[CH:4][C:3]=1[NH2:21]. (2) Given the reactants [C:1]([C:5]1[CH:10]=[CH:9][CH:8]=[CH:7][C:6]=1[N:11]1[CH2:16][CH2:15][N:14]([C:17]([C:19]2[CH:39]=[CH:38][C:22]([O:23][CH2:24][CH:25]3[CH2:30][CH2:29][N:28](C(OC(C)(C)C)=O)[CH2:27][CH2:26]3)=[CH:21][CH:20]=2)=[O:18])[CH2:13][CH2:12]1)([CH3:4])([CH3:3])[CH3:2].Cl.C(OCC)(=O)C.C(OCC)(=O)C, predict the reaction product. The product is: [C:1]([C:5]1[CH:10]=[CH:9][CH:8]=[CH:7][C:6]=1[N:11]1[CH2:12][CH2:13][N:14]([C:17]([C:19]2[CH:20]=[CH:21][C:22]([O:23][CH2:24][CH:25]3[CH2:30][CH2:29][NH:28][CH2:27][CH2:26]3)=[CH:38][CH:39]=2)=[O:18])[CH2:15][CH2:16]1)([CH3:4])([CH3:2])[CH3:3]. (3) The product is: [C:1]([O:4][C@H:19]([CH2:18][Cl:8])[CH2:20][NH:15][C:16](=[O:14])[CH3:17])(=[O:3])[CH3:2]. Given the reactants [C:1]([O:4]C(=O)C)(=[O:3])[CH3:2].[ClH:8].NC[C@H]([OH:14])CCl.[N:15]1[CH:20]=[CH:19][CH:18]=[CH:17][CH:16]=1, predict the reaction product.